Task: Predict the product of the given reaction.. Dataset: Forward reaction prediction with 1.9M reactions from USPTO patents (1976-2016) (1) Given the reactants [F:1][CH:2]([F:26])[C:3]1[C:8]([F:9])=[CH:7][C:6]([C:10]2[C:19]3[C:14](=[CH:15][C:16]([S:20](Cl)(=[O:22])=[O:21])=[CH:17][CH:18]=3)[N:13]=[CH:12][N:11]=2)=[C:5]([O:24][CH3:25])[CH:4]=1.COC1C=CC(C[NH:34][C:35]2[N:36]=[CH:37][S:38][CH:39]=2)=CC=1.CN1C=CN=C1.C(O)(C(F)(F)F)=O, predict the reaction product. The product is: [F:1][CH:2]([F:26])[C:3]1[C:8]([F:9])=[CH:7][C:6]([C:10]2[C:19]3[C:14](=[CH:15][C:16]([S:20]([NH:34][C:35]4[N:36]=[CH:37][S:38][CH:39]=4)(=[O:22])=[O:21])=[CH:17][CH:18]=3)[N:13]=[CH:12][N:11]=2)=[C:5]([O:24][CH3:25])[CH:4]=1. (2) Given the reactants O[C:2]1([C:10]2[C:11]([NH:16]C(=O)C(C)(C)C)=[N:12][CH:13]=[CH:14][CH:15]=2)[CH2:7][CH2:6][C:5]([CH3:9])([CH3:8])[CH2:4][CH2:3]1.[OH-].[Na+], predict the reaction product. The product is: [CH3:8][C:5]1([CH3:9])[CH2:6][CH2:7][C:2]([C:10]2[C:11]([NH2:16])=[N:12][CH:13]=[CH:14][CH:15]=2)=[CH:3][CH2:4]1. (3) Given the reactants [N+:1]([C:4]1[CH:9]=[CH:8][C:7]([NH:10][C@H:11]2[CH2:15][CH2:14][N:13](C(OC(C)(C)C)=O)[CH2:12]2)=[CH:6][C:5]=1[C:23]([F:26])([F:25])[F:24])([O-:3])=[O:2].Br[CH2:28][C:29]1[CH:34]=[CH:33][CH:32]=[CH:31][C:30]=1[CH3:35], predict the reaction product. The product is: [CH3:28][C:29]1[CH:34]=[CH:33][CH:32]=[CH:31][C:30]=1[CH2:35][N:10]([C:7]1[CH:8]=[CH:9][C:4]([N+:1]([O-:3])=[O:2])=[C:5]([C:23]([F:24])([F:25])[F:26])[CH:6]=1)[C@H:11]1[CH2:15][CH2:14][NH:13][CH2:12]1.